From a dataset of Reaction yield outcomes from USPTO patents with 853,638 reactions. Predict the reaction yield, written as a fraction of the theoretical maximum amount of product (1.0 means a 100% yield; for example, 0.34 means a 34% yield). (1) The yield is 0.957. The reactants are Cl[C:2]1[N:7]=[CH:6][N:5]=[C:4]([O:8][C:9]2[CH:14]=[CH:13][CH:12]=[CH:11][C:10]=2/[C:15](=[CH:20]\[O:21][CH3:22])/[C:16]([O:18][CH3:19])=[O:17])[CH:3]=1.C[CH:24]([CH2:26][C:27]([CH3:29])=[O:28])[CH3:25].C1N2CC[N:32](CC2)[CH2:31]1.[C:38](=O)([O-])[O-].[K+].[K+]. The product is [C:31]([C:26]1[CH:24]=[CH:25][CH:38]=[CH:29][C:27]=1[O:28][C:2]1[N:7]=[CH:6][N:5]=[C:4]([O:8][C:9]2[CH:14]=[CH:13][CH:12]=[CH:11][C:10]=2/[C:15](=[CH:20]\[O:21][CH3:22])/[C:16]([O:18][CH3:19])=[O:17])[CH:3]=1)#[N:32]. The catalyst is O. (2) The reactants are C(OC(=O)[NH:7][CH2:8][CH2:9][NH:10][C:11]([C:13]1[S:36][C:16]2=[CH:17][CH:18]=[C:19]3[C:24]([N:23]=[C:22]([NH:25][C:26]4[CH:31]=[CH:30][CH:29]=[C:28]([S:32](=[O:35])(=[O:34])[NH2:33])[CH:27]=4)[N:21]=[CH:20]3)=[C:15]2[CH:14]=1)=[O:12])(C)(C)C.C(O)(C(F)(F)F)=O.ClCCl.O.C(O)(C(F)(F)F)=O. No catalyst specified. The product is [NH2:7][CH2:8][CH2:9][NH:10][C:11]([C:13]1[S:36][C:16]2=[CH:17][CH:18]=[C:19]3[C:24]([N:23]=[C:22]([NH:25][C:26]4[CH:31]=[CH:30][CH:29]=[C:28]([S:32](=[O:34])(=[O:35])[NH2:33])[CH:27]=4)[N:21]=[CH:20]3)=[C:15]2[CH:14]=1)=[O:12]. The yield is 0.950. (3) The reactants are C([C:3]1[CH:4]=[CH:5][CH:6]=[C:7]2[C:12]=1[N:11]=[C:10]([C:13]1([C:16]3[CH:21]=[CH:20][CH:19]=[CH:18][CH:17]=3)[CH2:15][CH2:14]1)[C:9]([OH:22])=[C:8]2[C:23]([OH:25])=[O:24])C.[Cl:26]C1C=C2C(=CC=1)NC(=O)C2=O. No catalyst specified. The product is [Cl:26][C:5]1[CH:6]=[C:7]2[C:12](=[CH:3][CH:4]=1)[N:11]=[C:10]([C:13]1([C:16]3[CH:17]=[CH:18][CH:19]=[CH:20][CH:21]=3)[CH2:14][CH2:15]1)[C:9]([OH:22])=[C:8]2[C:23]([OH:25])=[O:24]. The yield is 0.270. (4) The reactants are [Cl:1][C:2]1[CH:9]=[C:8]([C:10](=O)[C:11]2[CH:16]=[CH:15][CH:14]=[C:13]([O:17][CH3:18])[CH:12]=2)[C:5]([C:6]#[N:7])=[C:4]([F:20])[CH:3]=1.[CH3:21][C:22]([S:25]([NH2:27])=[O:26])([CH3:24])[CH3:23].C([O-])(O)=O.[Na+]. The catalyst is C1COCC1.C(Cl)Cl.[O-]CC.[Ti+4].[O-]CC.[O-]CC.[O-]CC. The product is [Cl:1][C:2]1[CH:3]=[C:4]([F:20])[C:5]([C:6]#[N:7])=[C:8]([C:10]([C:11]2[CH:16]=[CH:15][CH:14]=[C:13]([O:17][CH3:18])[CH:12]=2)=[N:27][S:25]([C:22]([CH3:24])([CH3:23])[CH3:21])=[O:26])[CH:9]=1. The yield is 0.590. (5) The reactants are C(NC(C)C)(C)C.[Li]CCCC.[C:13]([O:18][CH2:19][CH3:20])(=[O:17])[CH:14]([CH3:16])[CH3:15].[Br:21][CH2:22][CH2:23][CH2:24]Br.[NH4+].[Cl-]. The catalyst is C1COCC1. The product is [Br:21][CH2:22][CH2:23][CH2:24][C:14]([CH3:16])([CH3:15])[C:13]([O:18][CH2:19][CH3:20])=[O:17]. The yield is 0.730. (6) The reactants are CC1(C)[O:6][C:5](=[CH:7][C:8]([N:10]([CH2:16][C:17]2[CH:22]=[CH:21][C:20]([F:23])=[CH:19][CH:18]=2)[O:11][CH2:12][C:13]([OH:15])=[O:14])=[O:9])[C:4](=[O:24])[O:3]1.[OH-].[Li+].Cl. The catalyst is O1CCCC1. The product is [C:13]([CH2:12][O:11][N:10]([CH2:16][C:17]1[CH:18]=[CH:19][C:20]([F:23])=[CH:21][CH:22]=1)[C:8]([CH:7]=[C:5]([OH:6])[C:4]([OH:24])=[O:3])=[O:9])([OH:15])=[O:14]. The yield is 0.470.